Dataset: Peptide-MHC class II binding affinity with 134,281 pairs from IEDB. Task: Regression. Given a peptide amino acid sequence and an MHC pseudo amino acid sequence, predict their binding affinity value. This is MHC class II binding data. (1) The peptide sequence is LRNVACQEAVKLKLI. The MHC is DRB5_0101 with pseudo-sequence DRB5_0101. The binding affinity (normalized) is 0.777. (2) The peptide sequence is KKSGARSNVTFTVNQTS. The MHC is DRB1_1101 with pseudo-sequence DRB1_1101. The binding affinity (normalized) is 0. (3) The peptide sequence is GVDYTITVYAVTYYK. The MHC is HLA-DPA10201-DPB10501 with pseudo-sequence HLA-DPA10201-DPB10501. The binding affinity (normalized) is 0.449. (4) The peptide sequence is SCRDQSEAQLALTII. The MHC is DRB1_1101 with pseudo-sequence DRB1_1101. The binding affinity (normalized) is 0.359. (5) The peptide sequence is SSMMEAMVSRARIDA. The MHC is DRB1_1501 with pseudo-sequence DRB1_1501. The binding affinity (normalized) is 0.0462. (6) The binding affinity (normalized) is 0. The peptide sequence is EDPEDSALLEDP. The MHC is DRB1_0101 with pseudo-sequence DRB1_0101.